This data is from Catalyst prediction with 721,799 reactions and 888 catalyst types from USPTO. The task is: Predict which catalyst facilitates the given reaction. (1) Reactant: [NH2:1][C:2]1[S:3][C:4]([CH3:7])=[CH:5][N:6]=1.[CH2:8]([N+:12]#[C-:13])[CH2:9][CH2:10][CH3:11].[C:14]([C:18]1[CH:25]=[CH:24][C:21]([CH:22]=O)=[CH:20][CH:19]=1)([CH3:17])([CH3:16])[CH3:15].[C:26](Cl)(=[O:28])[CH3:27]. Product: [CH2:8]([N:12]([C:13]1[N:6]2[C:2]([S:3][C:4]([CH3:7])=[CH:5]2)=[N:1][C:22]=1[C:21]1[CH:24]=[CH:25][C:18]([C:14]([CH3:17])([CH3:16])[CH3:15])=[CH:19][CH:20]=1)[C:26](=[O:28])[CH3:27])[CH2:9][CH2:10][CH3:11]. The catalyst class is: 519. (2) Reactant: Cl.[CH3:2][N:3]([CH3:12])[C:4]([C@@H:6]1[CH2:10][C@@H:9]([OH:11])[CH2:8][NH:7]1)=[O:5].Cl[C:14]1([C:25]2[C:26]([O:33][CH3:34])=[N:27][C:28]([O:31][CH3:32])=[N:29][CH:30]=2)[C:22]2[C:17](=[CH:18][CH:19]=[C:20]([Cl:23])[CH:21]=2)[NH:16][C:15]1=[O:24].C1COCC1.CCN(C(C)C)C(C)C. Product: [CH3:2][N:3]([CH3:12])[C:4]([C@@H:6]1[CH2:10][C@@H:9]([OH:11])[CH2:8][N:7]1[C:14]1([C:25]2[C:26]([O:33][CH3:34])=[N:27][C:28]([O:31][CH3:32])=[N:29][CH:30]=2)[C:22]2[C:17](=[CH:18][CH:19]=[C:20]([Cl:23])[CH:21]=2)[NH:16][C:15]1=[O:24])=[O:5]. The catalyst class is: 46. (3) Reactant: [CH2:1]([C:8]1[CH:13]=[C:12]([O:14][CH3:15])[CH:11]=[CH:10][C:9]=1[S:16]([CH2:19][C:20]([CH2:27][CH3:28])([CH2:23][CH2:24][CH2:25][CH3:26])[CH:21]=[O:22])(=[O:18])=[O:17])[C:2]1[CH:7]=[CH:6][CH:5]=[CH:4][CH:3]=1.CC(C)([O-])C.[K+]. Product: [CH2:23]([C:20]1([CH2:27][CH3:28])[CH:21]([OH:22])[CH:1]([C:2]2[CH:3]=[CH:4][CH:5]=[CH:6][CH:7]=2)[C:8]2[CH:13]=[C:12]([O:14][CH3:15])[CH:11]=[CH:10][C:9]=2[S:16](=[O:18])(=[O:17])[CH2:19]1)[CH2:24][CH2:25][CH3:26]. The catalyst class is: 1. (4) Reactant: O[C:2]1([C:17]#[C:18][C:19]2[CH:24]=[CH:23][CH:22]=[CH:21][CH:20]=2)[CH2:6][C:5]2([CH2:11][CH2:10][N:9]([C:12]([O:14][CH2:15][CH3:16])=[O:13])[CH2:8][CH2:7]2)[O:4][CH2:3]1.S(Cl)(Cl)=O.O.Cl. Product: [C:19]1([C:18]#[C:17][C:2]2[CH2:3][O:4][C:5]3([CH2:11][CH2:10][N:9]([C:12]([O:14][CH2:15][CH3:16])=[O:13])[CH2:8][CH2:7]3)[CH:6]=2)[CH:24]=[CH:23][CH:22]=[CH:21][CH:20]=1. The catalyst class is: 17. (5) Reactant: [Cl:1][C:2]1[CH:7]=[CH:6][C:5]([O:8][C:9]2[CH:14]=[CH:13][C:12]([CH2:15][CH2:16][OH:17])=[CH:11][C:10]=2[F:18])=[CH:4][C:3]=1[C:19]([F:22])([F:21])[F:20].[N:23]#[C:24][NH2:25].[F:26][C:27]([F:33])([F:32])[S:28]([OH:31])(=[O:30])=[O:29]. Product: [OH:31][S:28]([C:27]([F:33])([F:32])[F:26])(=[O:30])=[O:29].[C:24](=[NH:23])([O:17][CH2:16][CH2:15][C:12]1[CH:13]=[CH:14][C:9]([O:8][C:5]2[CH:6]=[CH:7][C:2]([Cl:1])=[C:3]([C:19]([F:22])([F:20])[F:21])[CH:4]=2)=[C:10]([F:18])[CH:11]=1)[NH2:25]. The catalyst class is: 1. (6) Reactant: [Cl-].[CH3:2][O:3][CH2:4][P+](C1C=CC=CC=1)(C1C=CC=CC=1)C1C=CC=CC=1.[Li+].CC([N-]C(C)C)C.[Br:32][C:33]1[N:38]=[C:37]([CH:39]=O)[CH:36]=[CH:35][CH:34]=1.O. Product: [Br:32][C:33]1[CH:34]=[CH:35][CH:36]=[C:37](/[CH:39]=[CH:2]/[O:3][CH3:4])[N:38]=1. The catalyst class is: 1. (7) Reactant: [CH2:1]([N:9]1[C:17]2[C:12](=[CH:13][C:14]([C:18]3[CH:19]=[C:20]([CH3:24])[CH:21]=[CH:22][CH:23]=3)=[CH:15][CH:16]=2)[C:11]([CH:25]=O)=[CH:10]1)[CH2:2][CH2:3][CH2:4][CH2:5][CH2:6][CH2:7][CH3:8].Cl.[NH2:28][OH:29].N1C=CC=CC=1.Cl. Product: [CH2:1]([N:9]1[C:17]2[C:12](=[CH:13][C:14]([C:18]3[CH:19]=[C:20]([CH3:24])[CH:21]=[CH:22][CH:23]=3)=[CH:15][CH:16]=2)[C:11]([CH:25]=[N:28][OH:29])=[CH:10]1)[CH2:2][CH2:3][CH2:4][CH2:5][CH2:6][CH2:7][CH3:8]. The catalyst class is: 40. (8) Reactant: [CH3:1][O:2][C:3](=[O:10])[C@H:4]([CH2:6][CH:7]([CH3:9])[CH3:8])[NH2:5].C([O-])([O-])=O.[Na+].[Na+].[CH2:17]([O:24][C:25](Cl)=[O:26])[C:18]1[CH:23]=[CH:22][CH:21]=[CH:20][CH:19]=1. Product: [CH3:1][O:2][C:3](=[O:10])[C@H:4]([CH2:6][CH:7]([CH3:9])[CH3:8])[NH:5][C:25]([O:24][CH2:17][C:18]1[CH:23]=[CH:22][CH:21]=[CH:20][CH:19]=1)=[O:26]. The catalyst class is: 12. (9) Reactant: [Br:1][C:2]1[C:11]([N+:12]([O-])=O)=[CH:10][C:9]([Cl:15])=[CH:8][C:3]=1[C:4]([O:6][CH3:7])=[O:5].[Cl-].[NH4+].O. Product: [NH2:12][C:11]1[C:2]([Br:1])=[C:3]([CH:8]=[C:9]([Cl:15])[CH:10]=1)[C:4]([O:6][CH3:7])=[O:5]. The catalyst class is: 415.